Dataset: Full USPTO retrosynthesis dataset with 1.9M reactions from patents (1976-2016). Task: Predict the reactants needed to synthesize the given product. Given the product [CH3:8][O:9][C:10]1[CH:11]=[C:12](/[C:13](=[CH:13]/[C:12]2[CH:16]=[CH:17][C:18]([O:19][CH2:6][O:5][CH2:4][CH2:3][O:2][CH3:1])=[CH:10][CH:11]=2)/[C:14]#[N:15])[CH:16]=[CH:17][C:18]=1[O:19][CH3:20], predict the reactants needed to synthesize it. The reactants are: [CH3:1][O:2][CH2:3][CH2:4][O:5][CH2:6]Cl.[CH3:8][O:9][C:10]1[CH:11]=[C:12]([CH:16]=[CH:17][C:18]=1[O:19][CH3:20])[CH2:13][C:14]#[N:15].